From a dataset of Forward reaction prediction with 1.9M reactions from USPTO patents (1976-2016). Predict the product of the given reaction. (1) Given the reactants [CH3:1][O:2][C:3]1[CH:10]=[CH:9][C:6]([CH2:7]Cl)=[CH:5][CH:4]=1.[CH2:11]([N:18]1[C:26]2[C:21](=[CH:22][CH:23]=[C:24]([CH2:27][C:28]([OH:30])=[O:29])[CH:25]=2)[CH:20]=[CH:19]1)[C:12]1[CH:17]=[CH:16][CH:15]=[CH:14][CH:13]=1, predict the reaction product. The product is: [CH3:1][O:2][C:3]1[CH:10]=[CH:9][C:6]([CH2:7][N:18]2[C:26]3[C:21](=[CH:22][CH:23]=[C:24]([CH2:27][C:28]([OH:30])=[O:29])[CH:25]=3)[CH:20]=[CH:19]2)=[CH:5][CH:4]=1.[CH2:11]([N:18]1[C:26]2[C:21](=[CH:22][CH:23]=[C:24]([CH2:27][C:28]([OH:30])=[O:29])[CH:25]=2)[CH:20]=[CH:19]1)[C:12]1[CH:13]=[CH:14][CH:15]=[CH:16][CH:17]=1. (2) Given the reactants [CH3:1][O:2][C:3]1[N:8]=[C:7]2[NH:9][C:10]([S:12][CH2:13][C:14]3[C:19]([CH3:20])=[C:18]([O:21][CH3:22])[CH:17]=[CH:16][N:15]=3)=[N:11][C:6]2=[CH:5][C:4]=1[CH3:23].ClC1C=CC=C(C(OO)=[O:32])C=1.C(=O)(O)[O-].[Na+], predict the reaction product. The product is: [CH3:1][O:2][C:3]1[N:8]=[C:7]2[NH:9][C:10]([S:12]([CH2:13][C:14]3[C:19]([CH3:20])=[C:18]([O:21][CH3:22])[CH:17]=[CH:16][N:15]=3)=[O:32])=[N:11][C:6]2=[CH:5][C:4]=1[CH3:23]. (3) Given the reactants C([O:9][C@@H:10]1[C@@H:14]([CH2:15][OH:16])[CH:13]=[CH:12][C@@H:11]1[O:17]C(=O)C1C=CC=CC=1)(=O)C1C=CC=CC=1.C[O-].[Na+], predict the reaction product. The product is: [OH:16][CH2:15][C@@H:14]1[C@@H:10]([OH:9])[C@@H:11]([OH:17])[CH:12]=[CH:13]1. (4) The product is: [CH3:16][C:17]1[C:18]([CH2:29][S:30]([C:31]2[NH:32][C:33]3[CH:39]=[CH:38][CH:37]=[CH:36][C:34]=3[N:35]=2)=[O:3])=[N:19][CH:20]=[CH:21][C:22]=1[O:23][CH2:24][C:25]([F:27])([F:26])[F:28]. Given the reactants O.C([C@@H]([C@H](C(OCC)=O)O)O)(OCC)=[O:3].[CH3:16][C:17]1[C:18]([CH2:29][S:30][C:31]2[NH:35][C:34]3[CH:36]=[CH:37][CH:38]=[CH:39][C:33]=3[N:32]=2)=[N:19][CH:20]=[CH:21][C:22]=1[O:23][CH2:24][C:25]([F:28])([F:27])[F:26].C(N(CC)C(C)C)(C)C.[O-]O.C1(C(C)C)C=CC=CC=1, predict the reaction product. (5) The product is: [CH3:1][C:2]1[C:3]([C:24]([N:35]2[CH2:36][CH2:37][CH:32]([N:27]3[CH2:31][CH2:30][CH2:29][CH2:28]3)[CH2:33][CH2:34]2)=[O:25])=[C:4]([C:18]2[CH:19]=[N:20][CH:21]=[CH:22][CH:23]=2)[CH:5]=[C:6]([C:8]2[CH:13]=[CH:12][CH:11]=[C:10]([C:14]([F:15])([F:16])[F:17])[CH:9]=2)[CH:7]=1. Given the reactants [CH3:1][C:2]1[C:3]([C:24](O)=[O:25])=[C:4]([C:18]2[CH:19]=[N:20][CH:21]=[CH:22][CH:23]=2)[CH:5]=[C:6]([C:8]2[CH:13]=[CH:12][CH:11]=[C:10]([C:14]([F:17])([F:16])[F:15])[CH:9]=2)[CH:7]=1.[N:27]1([CH:32]2[CH2:37][CH2:36][NH:35][CH2:34][CH2:33]2)[CH2:31][CH2:30][CH2:29][CH2:28]1, predict the reaction product. (6) The product is: [Cl:1][C:2]1[CH:7]=[CH:6][CH:5]=[CH:4][C:3]=1[C:8]1[N:9]([CH3:24])[C:10]([C:13]([CH3:22])([CH3:23])[C:14]([C:16]2[CH:17]=[CH:18][CH:19]=[CH:20][CH:21]=2)=[O:15])=[N:11][N:12]=1. Given the reactants [Cl:1][C:2]1[CH:7]=[CH:6][CH:5]=[CH:4][C:3]=1[C:8]1[N:9]([CH3:24])[C:10]([C:13]([CH3:23])([CH3:22])[CH:14]([C:16]2[CH:21]=[CH:20][CH:19]=[CH:18][CH:17]=2)[OH:15])=[N:11][N:12]=1, predict the reaction product. (7) Given the reactants Br[CH:2](Br)[C:3]1[CH:29]=[CH:28][C:6]([C:7]([NH:9][N:10]([C:18](=[O:27])[C:19]2[CH:24]=[C:23]([CH3:25])[CH:22]=[C:21]([CH3:26])[CH:20]=2)[C@H:11]([CH2:16][CH3:17])[C:12]([CH3:15])([CH3:14])[CH3:13])=[O:8])=[CH:5][C:4]=1[B:30]1[O:34][C:33]([CH3:36])([CH3:35])[C:32]([CH3:38])([CH3:37])[O:31]1.[CH3:40][O-:41].[Na+].[CH3:43][OH:44], predict the reaction product. The product is: [CH3:40][O:41][CH:2]([O:44][CH3:43])[C:3]1[CH:29]=[CH:28][C:6]([C:7]([NH:9][N:10]([C:18](=[O:27])[C:19]2[CH:24]=[C:23]([CH3:25])[CH:22]=[C:21]([CH3:26])[CH:20]=2)[C@H:11]([CH2:16][CH3:17])[C:12]([CH3:15])([CH3:14])[CH3:13])=[O:8])=[CH:5][C:4]=1[B:30]1[O:34][C:33]([CH3:36])([CH3:35])[C:32]([CH3:38])([CH3:37])[O:31]1. (8) The product is: [OH:24][C:23]1[CH:22]=[C:21]([CH:29]=[CH:28][C:25]=1[O:26][CH3:27])/[CH:20]=[C:11]1/[C:12](=[O:14])[C:13]2[C:3]([O:2][CH3:1])=[C:4]([O:17][CH3:18])[C:5]([O:15][CH3:16])=[CH:6][C:7]=2[O:8][CH2:9][CH2:10]/1. Given the reactants [CH3:1][O:2][C:3]1[C:13]2[C:12](=[O:14])[CH2:11][CH2:10][CH2:9][O:8][C:7]=2[CH:6]=[C:5]([O:15][CH3:16])[C:4]=1[O:17][CH3:18].O=[CH:20][C:21]1[CH:29]=[CH:28][C:25]([O:26][CH3:27])=[C:23]([OH:24])[CH:22]=1.C1(C)C=CC(S(O)(=O)=O)=CC=1, predict the reaction product. (9) Given the reactants [O:1]1[C:5]([C:6](Cl)=[O:7])=[CH:4][CH:3]=[C:2]1[C:9](Cl)=[O:10].[NH2:12][C:13]1[C:17]2[CH:18]=[C:19]([F:23])[CH:20]=[C:21]([F:22])[C:16]=2[O:15][C:14]=1[C:24]([NH2:26])=[O:25].CN(C)C1C=CC=CC=1.C(=O)([O-])[O-:37].[Na+].[Na+], predict the reaction product. The product is: [C:24]([C:14]1[O:15][C:16]2[C:21]([F:22])=[CH:20][C:19]([F:23])=[CH:18][C:17]=2[C:13]=1[NH:12][C:6]([C:5]1[O:1][C:2]([C:9]([OH:10])=[O:37])=[CH:3][CH:4]=1)=[O:7])(=[O:25])[NH2:26]. (10) Given the reactants [C:1]1([C:7]2[C:16]3[C:11](=[CH:12][CH:13]=[CH:14][CH:15]=3)[C:10]([NH:17][C:18]3[CH:37]=[CH:36][C:21]([O:22][C:23]4[C:28]([C:29]5[C:30]([C:34]#[N:35])=[N:31][NH:32][CH:33]=5)=[CH:27][CH:26]=[CH:25][N:24]=4)=[CH:20][CH:19]=3)=[N:9][N:8]=2)[CH:6]=[CH:5][CH:4]=[CH:3][CH:2]=1.C(=O)([O-])[O-:39].[K+].[K+].OO, predict the reaction product. The product is: [C:1]1([C:7]2[C:16]3[C:11](=[CH:12][CH:13]=[CH:14][CH:15]=3)[C:10]([NH:17][C:18]3[CH:19]=[CH:20][C:21]([O:22][C:23]4[C:28]([C:29]5[C:30]([C:34]([NH2:35])=[O:39])=[N:31][NH:32][CH:33]=5)=[CH:27][CH:26]=[CH:25][N:24]=4)=[CH:36][CH:37]=3)=[N:9][N:8]=2)[CH:2]=[CH:3][CH:4]=[CH:5][CH:6]=1.